Task: Predict which catalyst facilitates the given reaction.. Dataset: Catalyst prediction with 721,799 reactions and 888 catalyst types from USPTO (1) Reactant: Br[CH2:2][CH:3]1[O:8][C:7]2[CH:9]=[C:10]([S:14]([CH3:17])(=[O:16])=[O:15])[CH:11]=[C:12]([F:13])[C:6]=2[CH2:5][O:4]1.[CH2:18]([NH2:22])[CH2:19][CH2:20][CH3:21]. Product: [F:13][C:12]1[C:6]2[CH2:5][O:4][CH:3]([CH2:2][NH:22][CH2:18][CH2:19][CH2:20][CH3:21])[O:8][C:7]=2[CH:9]=[C:10]([S:14]([CH3:17])(=[O:16])=[O:15])[CH:11]=1. The catalyst class is: 14. (2) The catalyst class is: 18. Product: [CH3:3][C:4]1[CH:9]=[C:8]([CH2:10][N:11]2[CH2:16][CH2:15][N:14]([CH3:17])[CH2:13][CH2:12]2)[CH:7]=[CH:6][C:5]=1[O:18][CH:24]1[CH2:25][N:26]([C:28]([O:30][C:31]([CH3:34])([CH3:33])[CH3:32])=[O:29])[CH2:27]1. Reactant: [H-].[Na+].[CH3:3][C:4]1[CH:9]=[C:8]([CH2:10][N:11]2[CH2:16][CH2:15][N:14]([CH3:17])[CH2:13][CH2:12]2)[CH:7]=[CH:6][C:5]=1[OH:18].CS(O[CH:24]1[CH2:27][N:26]([C:28]([O:30][C:31]([CH3:34])([CH3:33])[CH3:32])=[O:29])[CH2:25]1)(=O)=O.[OH-].[Na+]. (3) Reactant: [F:1][C:2]1[CH:7]=[CH:6][C:5]([C:8](=[O:15])[CH2:9][CH2:10][CH2:11][C:12]([OH:14])=O)=[CH:4][CH:3]=1.[C:16]1([C@@H:22]([CH2:24]O)[NH2:23])[CH:21]=[CH:20][CH:19]=[CH:18][CH:17]=1. Product: [F:1][C:2]1[CH:3]=[CH:4][C:5]([C@:8]23[O:15][CH2:24][C@H:22]([C:16]4[CH:21]=[CH:20][CH:19]=[CH:18][CH:17]=4)[N:23]2[C:12](=[O:14])[CH2:11][CH2:10][CH2:9]3)=[CH:6][CH:7]=1. The catalyst class is: 11. (4) Reactant: Cl.[NH2:2][CH2:3][CH2:4][N:5]1[C:10](=[O:11])[NH:9][C:8](=[N:12][C:13]2[CH:18]=[CH:17][C:16]([O:19][CH:20]([CH3:22])[CH3:21])=[C:15]([F:23])[CH:14]=2)[N:7]([CH2:24][C:25]2[CH:30]=[CH:29][C:28]([Cl:31])=[CH:27][CH:26]=2)[C:6]1=[O:32].C[N:34]([CH:36]=O)C.C([N:41](C(C)C)CC)(C)C. Product: [Cl:31][C:28]1[CH:27]=[CH:26][C:25]([CH2:24][N:7]2[C:8](=[N:12][C:13]3[CH:18]=[CH:17][C:16]([O:19][CH:20]([CH3:22])[CH3:21])=[C:15]([F:23])[CH:14]=3)[NH:9][C:10](=[O:11])[N:5]([CH2:4][CH2:3][NH:2][C:36](=[NH:34])[NH2:41])[C:6]2=[O:32])=[CH:30][CH:29]=1. The catalyst class is: 6. (5) Reactant: [OH:1][C@H:2]([CH2:25]O)[C@@H:3]([N:10]1[C:18]2[C:13](=[CH:14][CH:15]=[CH:16][CH:17]=2)[C:12]2([CH2:23][CH2:22][CH2:21][CH2:20][CH2:19]2)[C:11]1=[O:24])[C:4]1[CH:9]=[CH:8][CH:7]=[CH:6][CH:5]=1.C1(C)C=CC(S(Cl)(=O)=O)=CC=1.[N:38]1C=CC=C[CH:39]=1. Product: [OH:1][C@H:2]([CH2:25][NH:38][CH3:39])[C@@H:3]([N:10]1[C:18]2[C:13](=[CH:14][CH:15]=[CH:16][CH:17]=2)[C:12]2([CH2:23][CH2:22][CH2:21][CH2:20][CH2:19]2)[C:11]1=[O:24])[C:4]1[CH:9]=[CH:8][CH:7]=[CH:6][CH:5]=1. The catalyst class is: 13. (6) Reactant: [C:1]([C:3]1[CH:9]=[CH:8][C:6]([NH2:7])=[CH:5][CH:4]=1)#[N:2].[N:10]([O-])=O.[Na+]. Product: [NH:7]([C:6]1[CH:8]=[CH:9][C:3]([C:1]#[N:2])=[CH:4][CH:5]=1)[NH2:10]. The catalyst class is: 33. (7) Reactant: [F:1][C:2]1[CH:7]=[CH:6][C:5]([S:8]([N:11]([CH3:19])[C@@H:12]([CH2:17]O)[C:13]([O:15]C)=[O:14])(=[O:10])=[O:9])=[CH:4][CH:3]=1.[OH-].[Na+]. Product: [F:1][C:2]1[CH:3]=[CH:4][C:5]([S:8]([N:11]([CH3:19])[C:12](=[CH2:17])[C:13]([OH:15])=[O:14])(=[O:9])=[O:10])=[CH:6][CH:7]=1. The catalyst class is: 12.